From a dataset of Full USPTO retrosynthesis dataset with 1.9M reactions from patents (1976-2016). Predict the reactants needed to synthesize the given product. (1) Given the product [CH3:9][O:8][CH2:7][N:6]1[C:10]2[CH:15]=[CH:14][C:13]([CH2:16][CH2:17][C:18]([O:20][CH2:21][CH3:22])=[O:19])=[CH:12][C:11]=2[C:2]2[N:26]=[CH:25][CH:24]=[CH:23][C:3]=2[C:4]1=[O:5], predict the reactants needed to synthesize it. The reactants are: Cl[C:2]1[N:26]=[CH:25][CH:24]=[CH:23][C:3]=1[C:4]([N:6]([C:10]1[CH:15]=[CH:14][C:13]([CH2:16][CH2:17][C:18]([O:20][CH2:21][CH3:22])=[O:19])=[CH:12][CH:11]=1)[CH2:7][O:8][CH3:9])=[O:5].C(P(CCCC)CCCC)CCC.C(=O)([O-])[O-].[K+].[K+].O. (2) Given the product [NH:14]([C:15]([NH:17][C:18]1[CH:19]=[C:20]([C:24]2[N:25]=[C:26]3[C:32]4[CH:33]=[CH:34][CH:35]=[CH:36][C:31]=4[NH:30][C:29]4[N:37]=[CH:38][CH:39]=[CH:40][C:28]=4[N:27]3[C:41]=2[C:42]2[CH:47]=[CH:46][C:45]([C:48]3([NH:52][C:53](=[O:59])[O:54][C:55]([CH3:57])([CH3:56])[CH3:58])[CH2:49][CH2:50][CH2:51]3)=[CH:44][CH:43]=2)[CH:21]=[CH:22][CH:23]=1)=[O:16])[C:8]1[CH:13]=[CH:12][CH:11]=[CH:10][CH:9]=1, predict the reactants needed to synthesize it. The reactants are: CCN(CC)CC.[C:8]1([N:14]=[C:15]=[O:16])[CH:13]=[CH:12][CH:11]=[CH:10][CH:9]=1.[NH2:17][C:18]1[CH:19]=[C:20]([C:24]2[N:25]=[C:26]3[C:32]4[CH:33]=[CH:34][CH:35]=[CH:36][C:31]=4[NH:30][C:29]4[N:37]=[CH:38][CH:39]=[CH:40][C:28]=4[N:27]3[C:41]=2[C:42]2[CH:47]=[CH:46][C:45]([C:48]3([NH:52][C:53](=[O:59])[O:54][C:55]([CH3:58])([CH3:57])[CH3:56])[CH2:51][CH2:50][CH2:49]3)=[CH:44][CH:43]=2)[CH:21]=[CH:22][CH:23]=1. (3) Given the product [F:45][C:44]([F:47])([F:46])[C:42]([OH:48])=[O:43].[Br:1][C:2]1[CH:41]=[C:40]([F:45])[CH:39]=[CH:38][C:3]=1[O:4][CH2:5][C@H:6]([OH:37])[CH2:7][NH:8][C:9]1[CH:14]=[CH:13][NH:12][C:11](=[O:15])[C:10]=1[C:16]1[NH:17][C:18]2[C:26]([N:27]=1)=[CH:25][C:24]1[C:23](=[O:28])[N:22]([CH:29]3[CH2:34][CH2:33][N:32]([CH3:35])[CH2:31][CH2:30]3)[CH2:21][C:20]=1[CH:19]=2, predict the reactants needed to synthesize it. The reactants are: [Br:1][C:2]1[CH:41]=[CH:40][CH:39]=[CH:38][C:3]=1[O:4][CH2:5][C@H:6]([OH:37])[CH2:7][NH:8][C:9]1[CH:14]=[CH:13][NH:12][C:11](=[O:15])[C:10]=1[C:16]1[NH:17][C:18]2[C:26]([N:27]=1)=[CH:25][C:24]1[C:23](=[O:28])[N:22]([CH:29]3[CH2:34][CH2:33][N:32]([CH2:35]C)[CH2:31][CH2:30]3)[CH2:21][C:20]=1[CH:19]=2.[C:42]([OH:48])([C:44]([F:47])([F:46])[F:45])=[O:43].Cl.Cl.ClC1C=CNC(=O)C=1C1NC2C(N=1)=CC1C(=O)N(C3CCN(CC)CC3)C(=O)C=1C=2.NC[C@@H](O)COC1C=CC=CC=1Br. (4) The reactants are: [H-].[Al+3].[Li+].[H-].[H-].[H-].[C:7]([N:10]1[CH2:15][CH2:14][C:13]([CH2:24][NH:25][C:26]([NH:28][C:29]2[C:34]([CH:35]([CH3:37])[CH3:36])=[CH:33][CH:32]=[CH:31][C:30]=2[CH:38]([CH3:40])[CH3:39])=[O:27])([C:16]2[CH:21]=[CH:20][CH:19]=[C:18]([O:22][CH3:23])[CH:17]=2)[CH2:12][CH2:11]1)(=O)[CH3:8].N. Given the product [CH2:7]([N:10]1[CH2:11][CH2:12][C:13]([CH2:24][NH:25][C:26]([NH:28][C:29]2[C:34]([CH:35]([CH3:37])[CH3:36])=[CH:33][CH:32]=[CH:31][C:30]=2[CH:38]([CH3:39])[CH3:40])=[O:27])([C:16]2[CH:21]=[CH:20][CH:19]=[C:18]([O:22][CH3:23])[CH:17]=2)[CH2:14][CH2:15]1)[CH3:8], predict the reactants needed to synthesize it. (5) Given the product [I:1][C:2]1[C:10]2[C:5](=[N:6][CH:7]=[N:8][C:9]=2[NH2:11])[N:4]([C@H:53]2[CH2:54][CH2:55][C@H:50]([O:49][CH2:48][CH2:47][O:46][CH3:45])[CH2:51][CH2:52]2)[N:3]=1, predict the reactants needed to synthesize it. The reactants are: [I:1][C:2]1[C:10]2[C:5](=[N:6][CH:7]=[N:8][C:9]=2[NH2:11])[NH:4][N:3]=1.C1(P(C2C=CC=CC=2)C2C=CC=CC=2)C=CC=CC=1.CC(OC(/N=N/C(OC(C)C)=O)=O)C.[CH3:45][O:46][CH2:47][CH2:48][O:49][CH:50]1[CH2:55][CH2:54][CH:53](O)[CH2:52][CH2:51]1.